From a dataset of Catalyst prediction with 721,799 reactions and 888 catalyst types from USPTO. Predict which catalyst facilitates the given reaction. (1) Reactant: [CH3:1][O:2][C:3](=O)[C:4]1[CH:9]=[C:8]([C:10]2[CH:15]=[CH:14][C:13]([F:16])=[CH:12][CH:11]=2)[C:7]([CH:17]2[CH2:19][CH2:18]2)=[N:6][C:5]=1[N:20]1[CH2:25][CH2:24][N:23]([C:26](=[O:31])[CH2:27][CH2:28][O:29][CH3:30])[C@H:22]([CH3:32])[CH2:21]1.O.[NH2:35][NH2:36]. Product: [CH:17]1([C:7]2[N:6]=[C:5]([N:20]3[CH2:25][CH2:24][N:23]([C:26](=[O:31])[CH2:27][CH2:28][O:29][CH3:30])[C@H:22]([CH3:32])[CH2:21]3)[C:4]([C:3]3[O:2][CH:1]=[N:35][N:36]=3)=[CH:9][C:8]=2[C:10]2[CH:15]=[CH:14][C:13]([F:16])=[CH:12][CH:11]=2)[CH2:19][CH2:18]1. The catalyst class is: 8. (2) Reactant: [CH:1]1([NH:7][C:8](=[O:10])[OH:9])[CH2:6][CH2:5][CH2:4][CH2:3][CH2:2]1.[Na].[F:12][CH:13]([F:19])[CH2:14][S:15]([O-:18])(=[O:17])=[O:16].[Cl-].[C:21]1([S+:27]([C:34]2[CH:39]=[CH:38][CH:37]=[CH:36][CH:35]=2)[C:28]2[CH:33]=[CH:32][CH:31]=[CH:30][CH:29]=2)[CH:26]=[CH:25][CH:24]=[CH:23][CH:22]=1.O. Product: [CH:1]1([NH:7][C:8](=[O:9])[OH:10])[CH2:6][CH2:5][CH2:4][CH2:3][CH2:2]1.[C:34]1([S+:27]([C:21]2[CH:22]=[CH:23][CH:24]=[CH:25][CH:26]=2)[C:28]2[CH:33]=[CH:32][CH:31]=[CH:30][CH:29]=2)[CH:35]=[CH:36][CH:37]=[CH:38][CH:39]=1.[F:12][CH:13]([F:19])[CH2:14][S:15]([O-:18])(=[O:17])=[O:16]. The catalyst class is: 22.